This data is from Reaction yield outcomes from USPTO patents with 853,638 reactions. The task is: Predict the reaction yield, written as a fraction of the theoretical maximum amount of product (1.0 means a 100% yield; for example, 0.34 means a 34% yield). (1) The reactants are [C:1]([OH:9])(=O)[C:2]1[CH:7]=[CH:6][CH:5]=[N:4][CH:3]=1.C(Cl)(=O)C(Cl)=O.[NH2:16][CH2:17][CH2:18][NH:19][C:20](=[O:26])[O:21][C:22]([CH3:25])([CH3:24])[CH3:23].CCN(CC)CC. The catalyst is C(Cl)Cl.CN(C=O)C. The product is [C:1]([NH:16][CH2:17][CH2:18][NH:19][C:20](=[O:26])[O:21][C:22]([CH3:24])([CH3:23])[CH3:25])(=[O:9])[C:2]1[CH:7]=[CH:6][CH:5]=[N:4][CH:3]=1. The yield is 0.740. (2) The reactants are [F:1][C:2]1[CH:3]=[C:4]([OH:10])[CH:5]=[C:6]([O:8][CH3:9])[CH:7]=1.Cl[C:12]1[CH:13]=[CH:14][C:15]([N+:27]([O-:29])=[O:28])=[C:16]([CH2:18][NH:19][C:20](=[O:26])[O:21][C:22]([CH3:25])([CH3:24])[CH3:23])[CH:17]=1.[H-].[Na+]. The catalyst is CN(C)C=O. The product is [F:1][C:2]1[CH:3]=[C:4]([CH:5]=[C:6]([O:8][CH3:9])[CH:7]=1)[O:10][C:12]1[CH:13]=[CH:14][C:15]([N+:27]([O-:29])=[O:28])=[C:16]([CH2:18][NH:19][C:20](=[O:26])[O:21][C:22]([CH3:25])([CH3:24])[CH3:23])[CH:17]=1. The yield is 0.570.